From a dataset of B-cell epitopes from PDB crystal structures with 447 antigens. Token-level Classification. Given an antigen amino acid sequence, predict which amino acid positions are active epitope sites capable of antibody binding. Output is a list of indices for active positions. (1) Given the antigen sequence: GNPWTEYMAKYDIEEVHGSGIRVDLGEDAEVAGTQYRLPSGKCPVFGKGIIIENSNTTFLTPVATGNQYLKDGGFAFPPTEPLMSPMTLDEMRHFYKDNKYVKNLDELTLCSRHAGNMIPDNDKNSNYKYPAVYDDKDKKCHILYIAAQENNGPRYCNKDESKRNSMFCFRPAKDISFQNYTYLSKNVVDNWEKVCPRKNLQNAKFGLWVDGNCEDIPHVNEFPAIDLFECNKLVFELSASDQPEQHLTDYEKIKEGFKNKNASMIKYKSHGKGYNWGNYNTETQKCEIFNVKPTCLINNSSYIATTALSHPIEVE, which amino acid positions are active epitope sites? The epitope positions are: [79, 80, 81, 82, 83, 87, 89, 90, 92, 93, 94, 95, 96, 97, 98, 101, 115, 116, 117, 118... (21 total positions)]. The amino acids at these positions are: TEPLMTDERHFYKDNVGNMIK. (2) Given the antigen sequence: KYSKIKECFDSLADDVKSLVEKSETSYEECSKDKNNPHCGSEGTRELDEGLIEREQKLSDCIVEKR, which amino acid positions are active epitope sites? The epitope positions are: [24, 25, 26, 27, 28, 29, 30, 31, 32, 33, 34, 35, 37, 38, 40, 41]. The amino acids at these positions are: TSYEECSKDKNNHCSE. (3) Given the antigen sequence: TALRELIEELVNITQPLCNGSMVWSINLTAGMYCAALESLINVSGCSAIEKTQRMLSGFCPHKVSAGQFSSLHVRDTKIEVAQFVKDLLLHLKKLFR, which amino acid positions are active epitope sites? The epitope positions are: [5, 8, 9, 20, 40, 41, 42, 43, 44, 45, 46, 47, 48, 49, 50, 52, 53, 54, 56, 57... (26 total positions)]. The amino acids at these positions are: LELSINVSGCSAIEKQRMSGKSALLF. (4) Given the antigen sequence: KVFGRCELAAAMKRHGLDNYRGYSLGNWVCAAKFESNFNTQATNRNTDGSTDYGILQINSRWWCNDGRTPGSRNLCNIPCSALLSSDITASVNCAAKIVSDGNGMNAWVAWRNRCKGTDVQAWIRGCRL, which amino acid positions are active epitope sites? The epitope positions are: [12, 13, 14, 15, 18, 19, 20, 62, 72, 74, 88, 92, 95, 96, 97, 99, 100, 101, 102]. The amino acids at these positions are: KRHGNYRWRLTNAKISDGN. (5) Given the antigen sequence: MTEYKLVVVGAVGVGKSALTIQLIQNHFVDEYDPTIEDSYRKQVVIDGETCLLDILDTAGQEEYSAMRDQYMRTGEGFLCVFAINNTKSFEDIHQYREQIKRVKDSDDVPMVLVGNKCDLAARTVESRQAQDLARSYGIPYIETSAKTRQGVEDAFYTLVREIRQH, which amino acid positions are active epitope sites? The epitope positions are: [16, 20, 24, 26, 28, 30, 31, 32, 33, 34, 35, 36, 37, 38, 39, 60, 62, 63]. The amino acids at these positions are: SIQHVEYDPTIEDSYQEY. (6) Given the antigen sequence: KGFINIFPMINTTVFVNDGENVDLIVEYEAFPKPEHQQWIYMNRTFTDKWEDYPKSENESNIRYVSELHLTRLKGTEGGTYTFLVSNSDVNAAIAFNVYVNTKPEILTYDRLVNGMLQCVAAGFPEPTIDWYFCPGTRCSASVLPVDVQTLNGPPFGKLVVQSSIDSSAFKHNGTVECKAYNDVGKTSAYFNFAF, which amino acid positions are active epitope sites? The epitope positions are: [7, 8, 9, 10, 19, 20, 21, 22, 24, 26, 48, 50, 52, 54, 55, 56, 62, 66, 68, 70... (21 total positions)]. The amino acids at these positions are: PMINENVDIEKEYKSEREHTR.